Dataset: Reaction yield outcomes from USPTO patents with 853,638 reactions. Task: Predict the reaction yield, written as a fraction of the theoretical maximum amount of product (1.0 means a 100% yield; for example, 0.34 means a 34% yield). (1) The reactants are [Cl:1][C:2]1[N:7]=[CH:6][NH:5][C:4]2=[N:8][CH:9]=[CH:10][C:3]=12.[B-](F)(F)(F)[F:12].[B-](F)(F)(F)F.C1[N+]2(CCl)CC[N+](F)(CC2)C1.CC(O)=O. The catalyst is C(C#N)(C)=O. The product is [Cl:1][C:2]1[C:3]2[C:10]([F:12])=[CH:9][NH:8][C:4]=2[N:5]=[CH:6][N:7]=1. The yield is 0.360. (2) The reactants are C[O:2][C:3](=O)[C:4]1[CH:9]=[CH:8][C:7]([NH:10][CH2:11][C:12]2[CH:17]=[CH:16][C:15]([O:18][CH3:19])=[CH:14][CH:13]=2)=[N:6][C:5]=1[F:20].[H-].[Al+3].[Li+].[H-].[H-].[H-]. The catalyst is O1CCCC1. The product is [F:20][C:5]1[C:4]([CH2:3][OH:2])=[CH:9][CH:8]=[C:7]([NH:10][CH2:11][C:12]2[CH:17]=[CH:16][C:15]([O:18][CH3:19])=[CH:14][CH:13]=2)[N:6]=1. The yield is 1.00.